This data is from TCR-epitope binding with 47,182 pairs between 192 epitopes and 23,139 TCRs. The task is: Binary Classification. Given a T-cell receptor sequence (or CDR3 region) and an epitope sequence, predict whether binding occurs between them. (1) The epitope is HPKVSSEVHI. The TCR CDR3 sequence is CAAGLPTEQYF. Result: 0 (the TCR does not bind to the epitope). (2) The epitope is NQKLIANQF. The TCR CDR3 sequence is CASSLEDTNYGYTF. Result: 1 (the TCR binds to the epitope). (3) The epitope is TTLPVNVAF. The TCR CDR3 sequence is CASKDWYGNTIYF. Result: 0 (the TCR does not bind to the epitope). (4) The epitope is RQLLFVVEV. The TCR CDR3 sequence is CASSLEVDQVVQYF. Result: 1 (the TCR binds to the epitope). (5) The epitope is ITEEVGHTDLMAAY. The TCR CDR3 sequence is CASSSDRVGRLPPKETQYF. Result: 0 (the TCR does not bind to the epitope). (6) The epitope is KPLEFGATSAAL. The TCR CDR3 sequence is CASSAGTSGSWYEQYF. Result: 1 (the TCR binds to the epitope).